This data is from Catalyst prediction with 721,799 reactions and 888 catalyst types from USPTO. The task is: Predict which catalyst facilitates the given reaction. Reactant: [CH2:1]([C@H:8]1[CH2:12][S:11][C:10](=[O:13])[N:9]1[C:14](=[O:28])[CH2:15][CH2:16][N:17]1[C:22](=[O:23])[C:21]2[CH:24]=[CH:25][CH:26]=[CH:27][C:20]=2[N:19]=[N:18]1)[C:2]1[CH:7]=[CH:6][CH:5]=[CH:4][CH:3]=1.C1C[C@H]2N(C[C@H]3[C@@H]4CCCCN4C[C@@H]2C3)CC1.[F:46][C:47]1[CH:48]=[C:49]([C:54]2[CH:59]=[CH:58][C:57]([CH2:60][CH2:61][CH:62]=[O:63])=[CH:56][CH:55]=2)[CH:50]=[C:51]([F:53])[CH:52]=1. Product: [CH2:1]([C@H:8]1[CH2:12][S:11][C:10](=[O:13])[N:9]1[C:14]([C@@H:15]([C@@H:62]([OH:63])[CH2:61][CH2:60][C:57]1[CH:58]=[CH:59][C:54]([C:49]2[CH:48]=[C:47]([F:46])[CH:52]=[C:51]([F:53])[CH:50]=2)=[CH:55][CH:56]=1)[CH2:16][N:17]1[C:22](=[O:23])[C:21]2[CH:24]=[CH:25][CH:26]=[CH:27][C:20]=2[N:19]=[N:18]1)=[O:28])[C:2]1[CH:7]=[CH:6][CH:5]=[CH:4][CH:3]=1. The catalyst class is: 528.